Dataset: Peptide-MHC class I binding affinity with 185,985 pairs from IEDB/IMGT. Task: Regression. Given a peptide amino acid sequence and an MHC pseudo amino acid sequence, predict their binding affinity value. This is MHC class I binding data. (1) The peptide sequence is ILWGYGFLQ. The MHC is HLA-A01:01 with pseudo-sequence HLA-A01:01. The binding affinity (normalized) is 0.0847. (2) The peptide sequence is IKYISRDELW. The MHC is Mamu-B17 with pseudo-sequence Mamu-B17. The binding affinity (normalized) is 0.875. (3) The peptide sequence is YCTLYVTVFY. The MHC is Mamu-A01 with pseudo-sequence Mamu-A01. The binding affinity (normalized) is 0.113. (4) The peptide sequence is SQTSYQYLI. The MHC is HLA-A32:01 with pseudo-sequence HLA-A32:01. The binding affinity (normalized) is 0.318. (5) The peptide sequence is PTSETMYLTM. The MHC is HLA-A02:06 with pseudo-sequence HLA-A02:06. The binding affinity (normalized) is 0.370. (6) The peptide sequence is RVMPVFAFK. The MHC is HLA-B07:02 with pseudo-sequence HLA-B07:02. The binding affinity (normalized) is 0.215. (7) The peptide sequence is RVSRPTTVV. The MHC is HLA-A02:06 with pseudo-sequence HLA-A02:06. The binding affinity (normalized) is 0.335.